Binary Classification. Given a T-cell receptor sequence (or CDR3 region) and an epitope sequence, predict whether binding occurs between them. From a dataset of TCR-epitope binding with 47,182 pairs between 192 epitopes and 23,139 TCRs. (1) The epitope is RAKFKQLL. The TCR CDR3 sequence is CASSLVGDSTLHF. Result: 0 (the TCR does not bind to the epitope). (2) The epitope is PKYVKQNTLKLAT. The TCR CDR3 sequence is CASSPLSQGVRGYTF. Result: 1 (the TCR binds to the epitope).